From a dataset of Catalyst prediction with 721,799 reactions and 888 catalyst types from USPTO. Predict which catalyst facilitates the given reaction. (1) The catalyst class is: 1. Reactant: [Br:1][C:2]1[CH:7]=[CH:6][CH:5]=[CH:4][C:3]=1[CH2:8][CH:9]=[O:10].[CH2:11]([Mg]Br)[CH2:12][CH3:13]. Product: [Br:1][C:2]1[CH:7]=[CH:6][CH:5]=[CH:4][C:3]=1[CH2:8][CH:9]([OH:10])[CH2:11][CH2:12][CH3:13]. (2) Product: [OH:24][CH2:23][C:18]1[CH:19]=[C:20]2[C:15](=[CH:16][CH:17]=1)[CH:14]=[C:13]([OH:12])[CH:22]=[CH:21]2. Reactant: [H-].[Al+3].[Li+].[H-].[H-].[H-].C1COCC1.[OH:12][C:13]1[CH:14]=[C:15]2[C:20](=[CH:21][CH:22]=1)[CH:19]=[C:18]([C:23](OC)=[O:24])[CH:17]=[CH:16]2.C1(C([O-])=O)C2C(=CC=CC=2)C=CC=1. The catalyst class is: 6. (3) Reactant: [CH2:1]([NH2:8])[C:2]1[CH:7]=[CH:6][CH:5]=[CH:4][CH:3]=1.C(N(CC)CC)C.[F:16][C:17]1[CH:22]=[C:21]([S:23][C:24]([F:27])([F:26])[F:25])[CH:20]=[CH:19][C:18]=1[N:28]([CH3:32])[C:29](Cl)=[O:30]. Product: [CH2:1]([NH:8][C:29](=[O:30])[N:28]([C:18]1[CH:19]=[CH:20][C:21]([S:23][C:24]([F:25])([F:26])[F:27])=[CH:22][C:17]=1[F:16])[CH3:32])[C:2]1[CH:7]=[CH:6][CH:5]=[CH:4][CH:3]=1. The catalyst class is: 282. (4) Reactant: [N+:1]([C:4]1[CH:9]=[CH:8][C:7]([CH2:10][CH2:11][C:12]2[O:13][C:14]([C:17]3[CH:26]=[CH:25][C:24]4[C:23]([CH3:28])([CH3:27])[CH2:22][CH2:21][C:20]([CH3:30])([CH3:29])[C:19]=4[CH:18]=3)=[N:15][N:16]=2)=[CH:6][CH:5]=1)([O-])=O. Product: [CH3:27][C:23]1([CH3:28])[CH2:22][CH2:21][C:20]([CH3:29])([CH3:30])[C:19]2[CH:18]=[C:17]([C:14]3[O:13][C:12]([CH2:11][CH2:10][C:7]4[CH:6]=[CH:5][C:4]([NH2:1])=[CH:9][CH:8]=4)=[N:16][N:15]=3)[CH:26]=[CH:25][C:24]1=2. The catalyst class is: 78. (5) The catalyst class is: 3. Reactant: [Br:1][C:2]1[CH:3]=[C:4]([CH:9]2[C:18]3[C:17](=[O:19])[NH:16][CH:15]=[CH:14][C:13]=3[NH:12][C:11]([CH3:20])=[C:10]2[C:21]([O:23][CH3:24])=[O:22])[CH:5]=[CH:6][C:7]=1[F:8].C(=O)([O-])[O-].[K+].[K+].Br[CH2:32][C:33]#[N:34]. Product: [Br:1][C:2]1[CH:3]=[C:4]([CH:9]2[C:18]3[C:17](=[O:19])[N:16]([CH2:32][C:33]#[N:34])[CH:15]=[CH:14][C:13]=3[NH:12][C:11]([CH3:20])=[C:10]2[C:21]([O:23][CH3:24])=[O:22])[CH:5]=[CH:6][C:7]=1[F:8]. (6) Reactant: [Br:1][C:2]1[CH:7]=[CH:6][C:5]([N:8]([C:16]2[CH:21]=[CH:20][C:19]([C:22]#[N:23])=[CH:18][CH:17]=2)[C:9](=[O:15])[O:10][C:11]([CH3:14])([CH3:13])[CH3:12])=[CH:4][C:3]=1[CH3:24].[Br:25]N1C(=O)CCC1=O. Product: [Br:1][C:2]1[CH:7]=[CH:6][C:5]([N:8]([C:16]2[CH:17]=[CH:18][C:19]([C:22]#[N:23])=[CH:20][CH:21]=2)[C:9](=[O:15])[O:10][C:11]([CH3:12])([CH3:13])[CH3:14])=[CH:4][C:3]=1[CH2:24][Br:25]. The catalyst class is: 53. (7) Reactant: [OH:1][C:2]1[CH:3]=[C:4]([C:12]([O:14]C)=O)[CH:5]=[C:6]([CH:11]=1)[C:7]([O:9]C)=O.[H-].[Na+].Cl[C:19]1[C:24]([Cl:25])=[CH:23][C:22]([C:26]([F:29])([F:28])[F:27])=[CH:21][N:20]=1.[H-].[Al+3].[Li+].[H-].[H-].[H-].O.O.O.O.O.O.O.O.O.O.S([O-])([O-])(=O)=O.[Na+].[Na+]. Product: [Cl:25][C:24]1[C:19]([O:1][C:2]2[CH:11]=[C:6]([CH2:7][OH:9])[CH:5]=[C:4]([CH2:12][OH:14])[CH:3]=2)=[N:20][CH:21]=[C:22]([C:26]([F:28])([F:27])[F:29])[CH:23]=1. The catalyst class is: 782. (8) Reactant: C([O:3][C:4]([C:6]1[C:11]([CH3:12])=[CH:10][C:9](=[O:13])[N:8]([C:14]2[CH:19]=[CH:18][CH:17]=[CH:16][CH:15]=2)[C:7]=1[CH3:20])=[O:5])C. Product: [CH3:20][C:7]1[N:8]([C:14]2[CH:19]=[CH:18][CH:17]=[CH:16][CH:15]=2)[C:9](=[O:13])[CH:10]=[C:11]([CH3:12])[C:6]=1[C:4]([OH:5])=[O:3]. The catalyst class is: 273. (9) Reactant: [C:1]([C:4]1[C:22](=[O:23])[C@@:8]2([CH3:24])[C:9]3[C:15]([OH:16])=[CH:14][C:13]([O:17][CH3:18])=[C:12]([C:19]([NH2:21])=[O:20])[C:10]=3[O:11][C:7]2=[CH:6][C:5]=1[OH:25])(=[O:3])[CH3:2].[CH3:26][C:27]1[C:36]2[C:31](=[CH:32][CH:33]=[CH:34][CH:35]=2)[C:30]([CH:37]=O)=[CH:29][CH:28]=1.C([SiH](CC)CC)C.FC(F)(F)C(O)=O. Product: [C:1]([C:4]1[C:22](=[O:23])[C@@:8]2([CH3:24])[C:9]3[C:15]([OH:16])=[CH:14][C:13]([O:17][CH3:18])=[C:12]([C:19]([NH:21][CH2:37][C:30]4[C:31]5[C:36](=[CH:35][CH:34]=[CH:33][CH:32]=5)[C:27]([CH3:26])=[CH:28][CH:29]=4)=[O:20])[C:10]=3[O:11][C:7]2=[CH:6][C:5]=1[OH:25])(=[O:3])[CH3:2]. The catalyst class is: 10. (10) Reactant: [CH3:1][C:2]([C:6]1[CH:11]=[CH:10][C:9]([N+:12]([O-])=O)=[CH:8][CH:7]=1)([CH3:5])[C:3]#[N:4].C(=O)([O-])[O-].[Na+].[Na+]. Product: [NH2:12][C:9]1[CH:8]=[CH:7][C:6]([C:2]([CH3:5])([CH3:1])[C:3]#[N:4])=[CH:11][CH:10]=1. The catalyst class is: 13.